Dataset: Catalyst prediction with 721,799 reactions and 888 catalyst types from USPTO. Task: Predict which catalyst facilitates the given reaction. Reactant: Cl[C:2]1[CH:7]=[CH:6][N:5]=[C:4]2[CH:8]=[C:9]([C:11]3[CH:16]=[CH:15][CH:14]=[CH:13][CH:12]=3)[O:10][C:3]=12.[NH2:17][C:18]1[CH:23]=[CH:22][C:21]([OH:24])=[CH:20][CH:19]=1.C(=O)([O-])[O-].[Cs+].[Cs+].O. Product: [C:11]1([C:9]2[O:10][C:3]3[C:4](=[N:5][CH:6]=[CH:7][C:2]=3[O:24][C:21]3[CH:22]=[CH:23][C:18]([NH2:17])=[CH:19][CH:20]=3)[CH:8]=2)[CH:16]=[CH:15][CH:14]=[CH:13][CH:12]=1. The catalyst class is: 3.